From a dataset of Reaction yield outcomes from USPTO patents with 853,638 reactions. Predict the reaction yield, written as a fraction of the theoretical maximum amount of product (1.0 means a 100% yield; for example, 0.34 means a 34% yield). (1) The reactants are [C:1]([C:5]1[CH:10]=[CH:9][C:8]([C:11]2[CH:12]=[CH:13][CH:14]=[C:15]3[C:19]=2[CH2:18][C:17]([CH3:20])=[CH:16]3)=[CH:7][CH:6]=1)([CH3:4])([CH3:3])[CH3:2].[Li]CCCC.C([Cu])#N.Cl[Si:30]([CH:33]1[C:41]2[C:36](=[C:37]([C:57]3[CH:62]=[CH:61][CH:60]=[CH:59][CH:58]=3)[C:38]([O:45][C:46]3[C:51]([F:52])=[C:50]([F:53])[C:49]([F:54])=[C:48]([F:55])[C:47]=3[F:56])=[C:39]([CH:42]([CH3:44])[CH3:43])[CH:40]=2)[CH:35]=[C:34]1[CH3:63])([CH3:32])[CH3:31]. The catalyst is CCOCC.O. The product is [C:1]([C:5]1[CH:10]=[CH:9][C:8]([C:11]2[CH:12]=[CH:13][CH:14]=[C:15]3[C:19]=2[CH:18]=[C:17]([CH3:20])[CH:16]3[Si:30]([CH:33]2[C:41]3[C:36](=[C:37]([C:57]4[CH:62]=[CH:61][CH:60]=[CH:59][CH:58]=4)[C:38]([O:45][C:46]4[C:51]([F:52])=[C:50]([F:53])[C:49]([F:54])=[C:48]([F:55])[C:47]=4[F:56])=[C:39]([CH:42]([CH3:44])[CH3:43])[CH:40]=3)[CH:35]=[C:34]2[CH3:63])([CH3:31])[CH3:32])=[CH:7][CH:6]=1)([CH3:4])([CH3:2])[CH3:3]. The yield is 0.530. (2) The reactants are [Cl:1][C:2]1[CH:10]=[C:9]([Cl:11])[CH:8]=[C:4]([C:5]([OH:7])=O)[C:3]=1[OH:12].O[NH:14][C:15]([C:17]1[C:22]([CH3:23])=[CH:21][CH:20]=[CH:19][N:18]=1)=[NH:16]. No catalyst specified. The product is [Cl:1][C:2]1[CH:10]=[C:9]([Cl:11])[CH:8]=[C:4]([C:5]2[O:7][N:16]=[C:15]([C:17]3[C:22]([CH3:23])=[CH:21][CH:20]=[CH:19][N:18]=3)[N:14]=2)[C:3]=1[OH:12]. The yield is 0.150.